This data is from Full USPTO retrosynthesis dataset with 1.9M reactions from patents (1976-2016). The task is: Predict the reactants needed to synthesize the given product. Given the product [CH2:2]([O:6][C:7]1[N:15]=[C:14]2[C:10]([N:11]=[CH:12][N:13]2[CH2:16][C:17]2[CH:18]=[N:19][C:20]([O:25][CH2:5][CH2:4][CH2:3][CH2:2][OH:6])=[CH:21][CH:22]=2)=[C:9]([NH2:24])[N:8]=1)[CH2:3][CH2:4][CH3:5], predict the reactants needed to synthesize it. The reactants are: [Na].[CH2:2]([O:6][C:7]1[N:15]=[C:14]2[C:10]([N:11]=[CH:12][N:13]2[CH2:16][C:17]2[CH:18]=[N:19][C:20](Cl)=[CH:21][CH:22]=2)=[C:9]([NH2:24])[N:8]=1)[CH2:3][CH2:4][CH3:5].[OH2:25].Cl.